Regression. Given two drug SMILES strings and cell line genomic features, predict the synergy score measuring deviation from expected non-interaction effect. From a dataset of NCI-60 drug combinations with 297,098 pairs across 59 cell lines. (1) Drug 1: CCCCC(=O)OCC(=O)C1(CC(C2=C(C1)C(=C3C(=C2O)C(=O)C4=C(C3=O)C=CC=C4OC)O)OC5CC(C(C(O5)C)O)NC(=O)C(F)(F)F)O. Drug 2: C1C(C(OC1N2C=NC3=C2NC=NCC3O)CO)O. Cell line: HT29. Synergy scores: CSS=8.72, Synergy_ZIP=-7.42, Synergy_Bliss=-13.2, Synergy_Loewe=-11.1, Synergy_HSA=-12.1. (2) Drug 1: C1=CN(C(=O)N=C1N)C2C(C(C(O2)CO)O)O.Cl. Drug 2: CN1C2=C(C=C(C=C2)N(CCCl)CCCl)N=C1CCCC(=O)O.Cl. Cell line: DU-145. Synergy scores: CSS=41.5, Synergy_ZIP=2.38, Synergy_Bliss=1.32, Synergy_Loewe=-49.1, Synergy_HSA=0.330.